Regression. Given a peptide amino acid sequence and an MHC pseudo amino acid sequence, predict their binding affinity value. This is MHC class II binding data. From a dataset of Peptide-MHC class II binding affinity with 134,281 pairs from IEDB. (1) The peptide sequence is AWDFSSAGGFFTSVG. The MHC is DRB1_0404 with pseudo-sequence DRB1_0404. The binding affinity (normalized) is 0.329. (2) The peptide sequence is RGFRKEIGRMLNILN. The MHC is DRB1_0401 with pseudo-sequence DRB1_0401. The binding affinity (normalized) is 0.625.